Dataset: Full USPTO retrosynthesis dataset with 1.9M reactions from patents (1976-2016). Task: Predict the reactants needed to synthesize the given product. Given the product [C:26]([O:25][C:23](=[O:24])[NH:1][C:2]1([C:10]2[CH:15]=[CH:14][CH:13]=[CH:12][CH:11]=2)[CH2:3][CH2:4][C:5](=[O:9])[N:6]([CH3:8])[CH2:7]1)([CH3:29])([CH3:28])[CH3:27], predict the reactants needed to synthesize it. The reactants are: [NH2:1][C:2]1([C:10]2[CH:15]=[CH:14][CH:13]=[CH:12][CH:11]=2)[CH2:7][N:6]([CH3:8])[C:5](=[O:9])[CH2:4][CH2:3]1.C(N(CC)CC)C.[C:23](O[C:23]([O:25][C:26]([CH3:29])([CH3:28])[CH3:27])=[O:24])([O:25][C:26]([CH3:29])([CH3:28])[CH3:27])=[O:24].O.